Dataset: Catalyst prediction with 721,799 reactions and 888 catalyst types from USPTO. Task: Predict which catalyst facilitates the given reaction. (1) Reactant: [CH2:1]([S:8][C:9]1[CH:10]=[CH:11][C:12]([F:23])=[C:13]([C:15](=[O:22])/[CH:16]=[C:17](/[N:19]([CH3:21])C)\[CH3:18])[CH:14]=1)[C:2]1[CH:7]=[CH:6][CH:5]=[CH:4][CH:3]=1.[Br:24][C:25]1[C:31]([F:32])=[CH:30]C(N)=[C:27]([O:33][CH3:34])[CH:26]=1.C(O)(=O)C. Product: [CH2:1]([S:8][C:9]1[CH:10]=[CH:11][C:12]([F:23])=[C:13]([C:15](=[O:22])/[CH:16]=[C:17](/[NH:19][C:21]2[CH:30]=[C:31]([F:32])[C:25]([Br:24])=[CH:26][C:27]=2[O:33][CH3:34])\[CH3:18])[CH:14]=1)[C:2]1[CH:3]=[CH:4][CH:5]=[CH:6][CH:7]=1. The catalyst class is: 8. (2) Reactant: [CH2:1]([C:3]1([CH2:10][O:11][C:12]2[C:20]3[C:19]4[CH:21]=[C:22]([C:25]#[N:26])[N:23]=[CH:24][C:18]=4[N:17](COCC[Si](C)(C)C)[C:16]=3[N:15]=[CH:14][CH:13]=2)[CH2:8][CH2:7][N:6]([CH3:9])[CH2:5][CH2:4]1)[CH3:2].Br.[OH-].[Na+].Cl. Product: [CH2:1]([C:3]1([CH2:10][O:11][C:12]2[C:20]3[C:19]4[CH:21]=[C:22]([C:25]#[N:26])[N:23]=[CH:24][C:18]=4[NH:17][C:16]=3[N:15]=[CH:14][CH:13]=2)[CH2:4][CH2:5][N:6]([CH3:9])[CH2:7][CH2:8]1)[CH3:2]. The catalyst class is: 12. (3) Reactant: [F:1][C:2]1[CH:3]=[C:4]([CH:30]=[CH:31][C:32]=1[F:33])[CH2:5][NH:6][C:7]([C:9]1[C:17]2[C:12](=[CH:13][C:14]([O:18]C)=[CH:15][CH:16]=2)[N:11]([CH2:20][C:21]2[CH:26]=[CH:25][CH:24]=[CH:23][N:22]=2)[C:10]=1[CH:27]([CH3:29])[CH3:28])=[O:8].B(Br)(Br)Br. Product: [F:1][C:2]1[CH:3]=[C:4]([CH:30]=[CH:31][C:32]=1[F:33])[CH2:5][NH:6][C:7]([C:9]1[C:17]2[C:12](=[CH:13][C:14]([OH:18])=[CH:15][CH:16]=2)[N:11]([CH2:20][C:21]2[CH:26]=[CH:25][CH:24]=[CH:23][N:22]=2)[C:10]=1[CH:27]([CH3:29])[CH3:28])=[O:8]. The catalyst class is: 2. (4) Reactant: Br[C:2]1[C:10]([O:11][CH3:12])=[CH:9][C:8]([O:13][CH3:14])=[C:7]2[C:3]=1[CH2:4][N:5]([CH2:16][C:17]1[CH:22]=[CH:21][C:20]([O:23][C:24]([F:27])([F:26])[F:25])=[CH:19][CH:18]=1)[C:6]2=O.C([SnH](CCCC)CCCC)CCC.[F-].[K+]. Product: [CH3:12][O:11][C:10]1[CH:2]=[C:3]2[C:7](=[C:8]([O:13][CH3:14])[CH:9]=1)[CH2:6][N:5]([CH2:16][C:17]1[CH:18]=[CH:19][C:20]([O:23][C:24]([F:26])([F:27])[F:25])=[CH:21][CH:22]=1)[CH2:4]2. The catalyst class is: 48. (5) Reactant: [CH2:1]([N:4]([CH2:14][C@H:15]([OH:30])[C@@H:16]([N:19]1[C:27](=[O:28])[C:26]2[C:21](=[CH:22][CH:23]=[CH:24][CH:25]=2)[C:20]1=[O:29])[CH:17]=C)[S:5]([C:8]1[CH:13]=[CH:12][CH:11]=[CH:10][N:9]=1)(=[O:7])=[O:6])[CH:2]=C. Product: [OH:30][C@@H:15]1[C@@H:16]([N:19]2[C:20](=[O:29])[C:21]3[C:26](=[CH:25][CH:24]=[CH:23][CH:22]=3)[C:27]2=[O:28])[CH:17]=[CH:2][CH2:1][N:4]([S:5]([C:8]2[CH:13]=[CH:12][CH:11]=[CH:10][N:9]=2)(=[O:7])=[O:6])[CH2:14]1. The catalyst class is: 26. (6) Reactant: Cl.[NH2:2][CH:3]1[CH:12]([CH2:13][C:14]2[CH:19]=[CH:18][C:17]([Cl:20])=[C:16]([Cl:21])[CH:15]=2)[C:11]2[CH:10]=[C:9]([O:22][CH2:23][CH2:24][NH:25][S:26]([C:29]3N=CN(C)[CH:33]=3)(=[O:28])=[O:27])[CH:8]=[CH:7][C:6]=2[CH2:5][CH2:4]1.[CH2:35](N(CC)CC)C.[F:42][C:43]([F:54])([F:53])[C:44](O[C:44](=[O:45])[C:43]([F:54])([F:53])[F:42])=[O:45].C(OCC)(=O)C. Product: [Cl:21][C:16]1[CH:15]=[C:14]([CH:19]=[CH:18][C:17]=1[Cl:20])[CH2:13][CH:12]1[C:11]2[C:6](=[CH:7][CH:8]=[C:9]([O:22][CH2:23][CH2:24][NH:25][S:26]([CH2:29][CH2:33][CH3:35])(=[O:27])=[O:28])[CH:10]=2)[CH2:5][CH2:4][CH:3]1[NH:2][C:44](=[O:45])[C:43]([F:54])([F:53])[F:42]. The catalyst class is: 1. (7) Reactant: Cl.[NH2:2][CH2:3][C:4]1[CH:12]=[CH:11][CH:10]=[C:9]2[C:5]=1[CH2:6][N:7]([CH:14]1[CH2:19][CH2:18][C:17](=[O:20])[NH:16][C:15]1=[O:21])[C:8]2=[O:13].[C:22]1([N:32]=[C:33]=[O:34])[C:31]2[C:26](=[CH:27][CH:28]=[CH:29][CH:30]=2)[CH:25]=[CH:24][CH:23]=1.C(N(CC)CC)C. Product: [O:21]=[C:15]1[CH:14]([N:7]2[CH2:6][C:5]3[C:9](=[CH:10][CH:11]=[CH:12][C:4]=3[CH2:3][NH:2][C:33]([NH:32][C:22]3[C:31]4[C:26](=[CH:27][CH:28]=[CH:29][CH:30]=4)[CH:25]=[CH:24][CH:23]=3)=[O:34])[C:8]2=[O:13])[CH2:19][CH2:18][C:17](=[O:20])[NH:16]1. The catalyst class is: 1. (8) Reactant: [C:1]([C:3]1[CH:4]=[C:5]([CH:20]=[CH:21][CH:22]=1)[CH2:6][N:7]1[CH2:12][CH2:11][N:10]([C:13]2[CH:18]=[CH:17][C:16]([NH2:19])=[CH:15][CH:14]=2)[CH2:9][CH2:8]1)#[N:2].[CH3:23][C:24]1[CH:25]=[CH:26][CH:27]=[C:28]([C:40](O)=[O:41])[C:29]=1[C:30]1[CH:35]=[CH:34][C:33]([C:36]([F:39])([F:38])[F:37])=[CH:32][CH:31]=1.C1C=CC2N(O)N=NC=2C=1.CCN=C=NCCCN(C)C.Cl. Product: [C:1]([C:3]1[CH:4]=[C:5]([CH:20]=[CH:21][CH:22]=1)[CH2:6][N:7]1[CH2:12][CH2:11][N:10]([C:13]2[CH:18]=[CH:17][C:16]([NH:19][C:40]([C:28]3[C:29]([C:30]4[CH:35]=[CH:34][C:33]([C:36]([F:37])([F:39])[F:38])=[CH:32][CH:31]=4)=[C:24]([CH3:23])[CH:25]=[CH:26][CH:27]=3)=[O:41])=[CH:15][CH:14]=2)[CH2:9][CH2:8]1)#[N:2]. The catalyst class is: 624. (9) Product: [Cl:1][C:2]1[C:3](=[O:32])[N:4]([C:26]2[CH:27]=[CH:28][CH:29]=[CH:30][CH:31]=2)[N:5]([CH3:25])[C:6]=1[CH:7]([N:9]1[CH2:10][CH:11]=[C:12]([C:16]2[CH:21]=[C:20]([Cl:22])[CH:19]=[CH:18][C:17]=2[O:23][CH3:24])[CH2:13][CH2:14]1)[CH3:8]. The catalyst class is: 1. Reactant: [Cl:1][C:2]1[C:3](=[O:32])[N:4]([C:26]2[CH:31]=[CH:30][CH:29]=[CH:28][CH:27]=2)[N:5]([CH3:25])[C:6]=1[CH:7]([N:9]1[CH2:14][CH2:13][C:12]([C:16]2[CH:21]=[C:20]([Cl:22])[CH:19]=[CH:18][C:17]=2[O:23][CH3:24])(O)[CH2:11][CH2:10]1)[CH3:8].C(O)(C(F)(F)F)=O. (10) Reactant: Br[C:2]1[C:6]2[CH2:7][N:8]([C:11](=[O:13])[CH3:12])[CH2:9][CH2:10][C:5]=2[N:4]([CH:14]2[CH2:19][CH2:18][CH2:17][CH2:16][O:15]2)[N:3]=1.C(O[Na])(C)(C)C.[CH3:26][N:27]1[CH:31]=[C:30]([C:32]2[CH:33]=[C:34]3[C:39](=[CH:40][CH:41]=2)[NH:38][CH2:37][CH2:36][CH2:35]3)[CH:29]=[N:28]1.C1(P(C2CCCCC2)C2C=CC=CC=2C2C(OC(C)C)=CC=CC=2OC(C)C)CCCCC1. Product: [CH3:26][N:27]1[CH:31]=[C:30]([C:32]2[CH:33]=[C:34]3[C:39](=[CH:40][CH:41]=2)[N:38]([C:2]2[C:6]4[CH2:7][N:8]([C:11](=[O:13])[CH3:12])[CH2:9][CH2:10][C:5]=4[N:4]([CH:14]4[CH2:19][CH2:18][CH2:17][CH2:16][O:15]4)[N:3]=2)[CH2:37][CH2:36][CH2:35]3)[CH:29]=[N:28]1. The catalyst class is: 12.